Dataset: Reaction yield outcomes from USPTO patents with 853,638 reactions. Task: Predict the reaction yield, written as a fraction of the theoretical maximum amount of product (1.0 means a 100% yield; for example, 0.34 means a 34% yield). The reactants are Cl[C:2]1[NH:7][C:6](=[O:8])[C:5]2[CH:9]=[N:10][N:11]([CH3:12])[C:4]=2[CH:3]=1.[F:13][C:14]([F:25])([F:24])[C:15]1[CH:20]=[CH:19][C:18](B(O)O)=[CH:17][CH:16]=1.C(=O)([O-])[O-].[Na+].[Na+]. The catalyst is C(O)C.C1C=CC([P]([Pd]([P](C2C=CC=CC=2)(C2C=CC=CC=2)C2C=CC=CC=2)([P](C2C=CC=CC=2)(C2C=CC=CC=2)C2C=CC=CC=2)[P](C2C=CC=CC=2)(C2C=CC=CC=2)C2C=CC=CC=2)(C2C=CC=CC=2)C2C=CC=CC=2)=CC=1. The product is [CH3:12][N:11]1[C:4]2[CH:3]=[C:2]([C:18]3[CH:19]=[CH:20][C:15]([C:14]([F:25])([F:24])[F:13])=[CH:16][CH:17]=3)[NH:7][C:6](=[O:8])[C:5]=2[CH:9]=[N:10]1. The yield is 0.939.